This data is from Reaction yield outcomes from USPTO patents with 853,638 reactions. The task is: Predict the reaction yield, written as a fraction of the theoretical maximum amount of product (1.0 means a 100% yield; for example, 0.34 means a 34% yield). (1) The reactants are C[O:2][C:3](=[O:31])[C:4]1[CH:9]=[CH:8][C:7]([C:10]2[CH:11]=[N:12][C:13]([NH2:30])=[C:14]([O:16][CH:17]([C:19]3[CH:24]=[CH:23][CH:22]=[C:21]([F:25])[C:20]=3[C:26]([F:29])([F:28])[F:27])[CH3:18])[CH:15]=2)=[CH:6][CH:5]=1.O.[Li+].[OH-]. The catalyst is CC(O)C.CCOC(C)=O. The yield is 0.880. The product is [NH2:30][C:13]1[N:12]=[CH:11][C:10]([C:7]2[CH:8]=[CH:9][C:4]([C:3]([OH:31])=[O:2])=[CH:5][CH:6]=2)=[CH:15][C:14]=1[O:16][CH:17]([C:19]1[CH:24]=[CH:23][CH:22]=[C:21]([F:25])[C:20]=1[C:26]([F:29])([F:28])[F:27])[CH3:18]. (2) The reactants are [CH2:1]([O:8][C:9]([NH:11][C:12]([C:34]#[N:35])([CH2:20][C:21]([O:23][CH:24]1[CH:29]([CH:30]([CH3:32])[CH3:31])[CH2:28][CH2:27][CH:26]([CH3:33])[CH2:25]1)=[O:22])[C:13]([O:15][C:16]([CH3:19])([CH3:18])[CH3:17])=[O:14])=[O:10])[C:2]1[CH:7]=[CH:6][CH:5]=[CH:4][CH:3]=1.CC(C)=[O:38].C(=O)([O-])[O-].[K+].[K+].OO. The catalyst is O. The product is [CH2:1]([O:8][C:9]([NH:11][C:12]([C:34](=[O:38])[NH2:35])([CH2:20][C:21]([O:23][CH:24]1[CH:29]([CH:30]([CH3:31])[CH3:32])[CH2:28][CH2:27][CH:26]([CH3:33])[CH2:25]1)=[O:22])[C:13]([O:15][C:16]([CH3:19])([CH3:17])[CH3:18])=[O:14])=[O:10])[C:2]1[CH:7]=[CH:6][CH:5]=[CH:4][CH:3]=1. The yield is 0.458. (3) The reactants are [Br:1][C:2]1[C:3]([N:18]2[CH2:22][CH2:21][C@@H:20]([NH:23]C(=O)OC(C)(C)C)[CH2:19]2)=[C:4]2[C:10]([NH:11][C:12](=[O:17])[C@H:13]([O:15][CH3:16])[CH3:14])=[CH:9][NH:8][C:5]2=[N:6][CH:7]=1.C(O)(C(F)(F)F)=O.C(Cl)[Cl:39]. No catalyst specified. The product is [ClH:39].[NH2:23][C@@H:20]1[CH2:21][CH2:22][N:18]([C:3]2[C:2]([Br:1])=[CH:7][N:6]=[C:5]3[NH:8][CH:9]=[C:10]([NH:11][C:12](=[O:17])[C@H:13]([O:15][CH3:16])[CH3:14])[C:4]=23)[CH2:19]1. The yield is 0.780.